Task: Predict the reaction yield, written as a fraction of the theoretical maximum amount of product (1.0 means a 100% yield; for example, 0.34 means a 34% yield).. Dataset: Reaction yield outcomes from USPTO patents with 853,638 reactions (1) The yield is 1.00. The product is [NH2:19][C:16]1[CH:17]=[CH:18][C:13]([S:10]([NH:9][C:7]2[S:8][C:4]([CH2:3][O:2][CH3:1])=[N:5][N:6]=2)(=[O:12])=[O:11])=[CH:14][CH:15]=1. The catalyst is CCO.Cl.[Fe]. The reactants are [CH3:1][O:2][CH2:3][C:4]1[S:8][C:7]([NH:9][S:10]([C:13]2[CH:18]=[CH:17][C:16]([N+:19]([O-])=O)=[CH:15][CH:14]=2)(=[O:12])=[O:11])=[N:6][N:5]=1.O. (2) The reactants are [C:1]([N:5]1[CH:9]=[C:8]([CH2:10][N:11]([CH2:15][C:16]2[N:17]=[N:18][N:19]([C:21]([CH3:24])([CH3:23])[CH3:22])[CH:20]=2)[CH2:12][C:13]#[CH:14])[N:7]=[N:6]1)([CH3:4])([CH3:3])[CH3:2].[N:25]([CH2:28][CH2:29][OH:30])=[N+:26]=[N-:27].O=C1O[C@H]([C@H](CO)O)C([O-])=C1O.[Na+].O. The catalyst is C1COCC1.C([O-])(=O)C.[Cu+]. The product is [C:1]([N:5]1[CH:9]=[C:8]([CH2:10][N:11]([CH2:12][C:13]2[N:27]=[N:26][N:25]([CH2:28][CH2:29][OH:30])[CH:14]=2)[CH2:15][C:16]2[N:17]=[N:18][N:19]([C:21]([CH3:24])([CH3:23])[CH3:22])[CH:20]=2)[N:7]=[N:6]1)([CH3:3])([CH3:4])[CH3:2]. The yield is 0.950.